Dataset: Reaction yield outcomes from USPTO patents with 853,638 reactions. Task: Predict the reaction yield, written as a fraction of the theoretical maximum amount of product (1.0 means a 100% yield; for example, 0.34 means a 34% yield). (1) The reactants are [CH3:1][N:2]1[C:6]([CH:7]2[CH2:13][O:12][CH2:11][C:10](=O)[CH2:9][CH2:8]2)=[C:5]([N+:15]([O-:17])=[O:16])[CH:4]=[N:3]1.C([O-])(=O)C.[NH4+].C([BH3-])#[N:24].[Na+].C(O)(=O)C.[C:31]([O:35][C:36]([O:38]C(OC(C)(C)C)=O)=O)([CH3:34])([CH3:33])[CH3:32].CCN(C(C)C)C(C)C. The catalyst is CO. The product is [CH3:1][N:2]1[C:6]([CH:7]2[CH2:13][O:12][CH2:11][CH:10]([NH:24][C:36](=[O:38])[O:35][C:31]([CH3:34])([CH3:33])[CH3:32])[CH2:9][CH2:8]2)=[C:5]([N+:15]([O-:17])=[O:16])[CH:4]=[N:3]1. The yield is 0.810. (2) The reactants are [CH:1]([O:4][C:5]1[CH:13]=[CH:12][C:11]([S:14]([CH3:17])(=[O:16])=[O:15])=[CH:10][C:6]=1[C:7]([OH:9])=O)([CH3:3])[CH3:2].Cl.Cl.[Cl:20][C:21]1[CH:26]=[C:25]([Cl:27])[CH:24]=[CH:23][C:22]=1[C:28]1[N:29]=[C:30]([N:33]2[CH2:38][CH2:37][NH:36][CH2:35][CH2:34]2)[S:31][CH:32]=1. No catalyst specified. The product is [Cl:20][C:21]1[CH:26]=[C:25]([Cl:27])[CH:24]=[CH:23][C:22]=1[C:28]1[N:29]=[C:30]([N:33]2[CH2:34][CH2:35][N:36]([C:7]([C:6]3[CH:10]=[C:11]([S:14]([CH3:17])(=[O:16])=[O:15])[CH:12]=[CH:13][C:5]=3[O:4][CH:1]([CH3:2])[CH3:3])=[O:9])[CH2:37][CH2:38]2)[S:31][CH:32]=1. The yield is 0.170. (3) The reactants are [F:1][C:2]([F:17])([F:16])[C:3]([NH:5][C:6]1[CH:7]=[CH:8][CH:9]=[C:10]2[C:15]=1[N:14]=[CH:13][CH:12]=[CH:11]2)=[O:4].[Cl:18][S:19](O)(=[O:21])=[O:20]. The catalyst is CCOC(C)=O. The product is [F:17][C:2]([F:1])([F:16])[C:3]([NH:5][C:6]1[C:15]2[N:14]=[CH:13][CH:12]=[CH:11][C:10]=2[C:9]([S:19]([Cl:18])(=[O:21])=[O:20])=[CH:8][CH:7]=1)=[O:4]. The yield is 0.310. (4) The reactants are Br.C1COCC1.[Br:7][C:8]1[CH:13]=[CH:12][C:11]([C:14]2[CH:19]=[CH:18][C:17]([Br:20])=[CH:16][C:15]=2[CH2:21]O)=[C:10]([CH2:23][OH:24])[CH:9]=1. The catalyst is CC(C)=O. The product is [Br:20][C:17]1[CH:18]=[CH:19][C:14]2[C:11]3[CH:12]=[CH:13][C:8]([Br:7])=[CH:9][C:10]=3[CH2:23][O:24][CH2:21][C:15]=2[CH:16]=1. The yield is 0.510. (5) The reactants are [CH3:1][O:2][C:3]1[CH:4]=[C:5]([NH:15][C:16]2[N:21]=[C:20](C(OCC)=O)[CH:19]=[C:18]([C:27]3[CH:32]=[CH:31][C:30]([C:33](F)([F:35])F)=[CH:29][CH:28]=3)[N:17]=2)[CH:6]=[CH:7][C:8]=1[N:9]1[CH:13]=[C:12]([CH3:14])[N:11]=[CH:10]1.C[Mg]Cl.[C:40](=O)([O-])[O-].[Na+].[Na+].[O:46]1[CH2:50][CH2:49]CC1. No catalyst specified. The product is [CH3:1][O:2][C:3]1[CH:4]=[C:5]([NH:15][C:16]2[N:21]=[C:20]([C:50]([OH:46])([CH3:49])[CH3:40])[CH:19]=[C:18]([C:27]3[CH:28]=[CH:29][C:30]([CH2:33][F:35])=[CH:31][CH:32]=3)[N:17]=2)[CH:6]=[CH:7][C:8]=1[N:9]1[CH:13]=[C:12]([CH3:14])[N:11]=[CH:10]1. The yield is 0.540.